This data is from Forward reaction prediction with 1.9M reactions from USPTO patents (1976-2016). The task is: Predict the product of the given reaction. (1) The product is: [C:36]([N:30]1[CH2:35][CH2:34][N:33]([C:2]2[N:3]=[C:4]([N:15]([CH2:26][CH:27]3[CH2:29][CH2:28]3)[CH2:16][C:17]3[CH:18]=[CH:19][C:20]([O:23][CH2:24][CH3:25])=[CH:21][CH:22]=3)[C:5]3[CH2:10][N:9]([CH:11]([CH3:12])[CH3:13])[C:8](=[O:14])[C:6]=3[N:7]=2)[CH2:32][CH2:31]1)(=[O:38])[CH3:37]. Given the reactants Cl[C:2]1[N:3]=[C:4]([N:15]([CH2:26][CH:27]2[CH2:29][CH2:28]2)[CH2:16][C:17]2[CH:22]=[CH:21][C:20]([O:23][CH2:24][CH3:25])=[CH:19][CH:18]=2)[C:5]2[CH2:10][N:9]([CH:11]([CH3:13])[CH3:12])[C:8](=[O:14])[C:6]=2[N:7]=1.[N:30]1([C:36](=[O:38])[CH3:37])[CH2:35][CH2:34][NH:33][CH2:32][CH2:31]1.CCN(C(C)C)C(C)C, predict the reaction product. (2) The product is: [CH3:1][C:2]1[CH:3]=[C:4]([CH:27]=[CH:28][CH:29]=1)[CH:5]=[N:6][NH:7][C:8]1[CH:13]=[C:12]([N:14]2[CH2:15][CH2:16][O:17][CH2:18][CH2:19]2)[N:11]=[C:10]([CH2:20][CH2:37][N:30]2[CH2:35][CH2:34][O:33][CH2:32][CH2:31]2)[N:9]=1. Given the reactants [CH3:1][C:2]1[CH:3]=[C:4]([CH:27]=[CH:28][CH:29]=1)[CH:5]=[N:6][NH:7][C:8]1[CH:13]=[C:12]([N:14]2[CH2:19][CH2:18][O:17][CH2:16][CH2:15]2)[N:11]=[C:10]([CH2:20]COS(C)(=O)=O)[N:9]=1.[NH:30]1[CH2:35][CH2:34][O:33][CH2:32][CH2:31]1.O1CCC[CH2:37]1, predict the reaction product. (3) Given the reactants [CH:1]1([C:7]2[C:8]3[CH:9]=[CH:10][C:11]([C:33]([O:35]C)=[O:34])=[CH:12][C:13]=3[N:14]3[CH2:21][CH2:20][N:19]([C:22](=[O:27])[CH2:23][N:24]([CH3:26])[CH3:25])[CH2:18][C:17]4[CH:28]=[C:29]([F:32])[CH:30]=[CH:31][C:16]=4[C:15]=23)[CH2:6][CH2:5][CH2:4][CH2:3][CH2:2]1.B(Br)(Br)Br.C([O-])(O)=O.[Na+], predict the reaction product. The product is: [CH:1]1([C:7]2[C:8]3[CH:9]=[CH:10][C:11]([C:33]([OH:35])=[O:34])=[CH:12][C:13]=3[N:14]3[CH2:21][CH2:20][N:19]([C:22](=[O:27])[CH2:23][N:24]([CH3:25])[CH3:26])[CH2:18][C:17]4[CH:28]=[C:29]([F:32])[CH:30]=[CH:31][C:16]=4[C:15]=23)[CH2:6][CH2:5][CH2:4][CH2:3][CH2:2]1. (4) Given the reactants [Na].[NH2:2][C:3]1[C:8](=[O:9])[N:7]([CH2:10][C:11]([OH:13])=[O:12])[C:6]([C:14]2[CH:19]=[CH:18][CH:17]=[CH:16][CH:15]=2)=[N:5][CH:4]=1.[CH2:20]([O:27][C:28](Cl)=[O:29])[C:21]1[CH:26]=[CH:25][CH:24]=[CH:23][CH:22]=1.C(=O)([O-])O.[Na+], predict the reaction product. The product is: [CH2:20]([O:27][C:28]([NH:2][C:3]1[C:8](=[O:9])[N:7]([CH2:10][C:11]([OH:13])=[O:12])[C:6]([C:14]2[CH:19]=[CH:18][CH:17]=[CH:16][CH:15]=2)=[N:5][CH:4]=1)=[O:29])[C:21]1[CH:26]=[CH:25][CH:24]=[CH:23][CH:22]=1. (5) Given the reactants [Cl:1][C:2]1[CH:3]=[C:4]([CH:26]=[C:27]([F:29])[CH:28]=1)[CH2:5][C:6]1[S:7][C:8]2[C:14]([C:15]3[CH:16]=[CH:17][C:18]([F:24])=[C:19]([CH:23]=3)[C:20]([OH:22])=O)=[CH:13][CH:12]=[C:11]([F:25])[C:9]=2[CH:10]=1.Cl.[NH2:31][CH2:32][C:33]([NH2:35])=[O:34], predict the reaction product. The product is: [NH2:35][C:33](=[O:34])[CH2:32][NH:31][C:20](=[O:22])[C:19]1[CH:23]=[C:15]([C:14]2[C:8]3[S:7][C:6]([CH2:5][C:4]4[CH:26]=[C:27]([F:29])[CH:28]=[C:2]([Cl:1])[CH:3]=4)=[CH:10][C:9]=3[C:11]([F:25])=[CH:12][CH:13]=2)[CH:16]=[CH:17][C:18]=1[F:24]. (6) Given the reactants CC1C=CC(S(/[N:11]=[C:12]2/[N:13]([CH2:18][C:19]([NH2:21])=O)[CH:14]=[CH:15][N:16]=[CH:17]/2)(=O)=O)=CC=1.[F:22][C:23]([F:34])([F:33])[C:24](O[C:24](=[O:25])[C:23]([F:34])([F:33])[F:22])=[O:25], predict the reaction product. The product is: [F:22][C:23]([F:34])([F:33])[C:24]([NH:21][C:19]1[N:11]=[C:12]2[CH:17]=[N:16][CH:15]=[CH:14][N:13]2[CH:18]=1)=[O:25]. (7) Given the reactants [CH2:1]([O:8][C:9]1[CH:14]=[CH:13][C:12]([NH:15][C:16]([NH:18][CH2:19][CH3:20])=[O:17])=[CH:11][CH:10]=1)[C:2]1C=CC=C[CH:3]=1.[H][H].C([OH:25])C, predict the reaction product. The product is: [CH2:19]([NH:18][C:16]([NH:15][C:12]1[CH:13]=[CH:14][C:9]([O:8][CH2:1][C@@H:2]2[CH2:3][O:25]2)=[CH:10][CH:11]=1)=[O:17])[CH3:20]. (8) The product is: [CH3:1][O:2][C:3]1[CH:4]=[C:5]2[C:9](=[CH:10][CH:11]=1)[NH:8][C:7]([CH3:12])=[C:6]2[CH2:13][C:14]([NH:16][CH:17]([CH2:22][CH2:23][CH2:24][CH2:25][CH2:26][C:27]([C:29]1[O:30][CH:31]=[CH:32][N:33]=1)=[O:28])[C:18]([OH:20])=[O:19])=[O:15]. Given the reactants [CH3:1][O:2][C:3]1[CH:4]=[C:5]2[C:9](=[CH:10][CH:11]=1)[NH:8][C:7]([CH3:12])=[C:6]2[CH2:13][C:14]([NH:16][CH:17]([CH2:22][CH2:23][CH2:24][CH2:25][CH2:26][C:27]([C:29]1[O:30][CH:31]=[CH:32][N:33]=1)=[O:28])[C:18]([O:20]C)=[O:19])=[O:15], predict the reaction product. (9) Given the reactants C1COCC1.C1(C)C=CC=CC=1.[Br:13][C:14]1[CH:15]=[C:16]([Mg]Br)[CH:17]=[C:18]([CH3:20])[CH:19]=1.[CH2:23]([N:30]1[CH2:35][CH:34]=[C:33]([C:36]([O:38][CH3:39])=[O:37])[CH2:32][CH2:31]1)[C:24]1[CH:29]=[CH:28][CH:27]=[CH:26][CH:25]=1, predict the reaction product. The product is: [CH2:23]([N:30]1[CH2:31][CH2:32][CH:33]([C:36]([O:38][CH3:39])=[O:37])[CH:34]([C:16]2[CH:17]=[C:18]([CH3:20])[CH:19]=[C:14]([Br:13])[CH:15]=2)[CH2:35]1)[C:24]1[CH:25]=[CH:26][CH:27]=[CH:28][CH:29]=1.